From a dataset of Reaction yield outcomes from USPTO patents with 853,638 reactions. Predict the reaction yield, written as a fraction of the theoretical maximum amount of product (1.0 means a 100% yield; for example, 0.34 means a 34% yield). (1) The reactants are [C:1]([O:4][CH2:5][C:6]1[C:11]([N:12]2[CH2:24][CH2:23][N:15]3[C:16]4[CH2:17][CH2:18][CH2:19][CH2:20][C:21]=4[CH:22]=[C:14]3[C:13]2=[O:25])=[CH:10][C:9]([F:26])=[CH:8][C:7]=1B1OC(C)(C)C(C)(C)O1)(=[O:3])[CH3:2].Br[C:37]1[CH:38]=[C:39]([NH:45][C:46]2[CH:51]=[CH:50][C:49]([N:52]3[CH2:59][CH:58]4[CH:54]([CH2:55][N:56]([CH3:60])[CH2:57]4)[CH2:53]3)=[CH:48][N:47]=2)[C:40](=[O:44])[N:41]([CH3:43])[CH:42]=1. No catalyst specified. The product is [C:1]([O:4][CH2:5][C:6]1[C:11]([N:12]2[CH2:24][CH2:23][N:15]3[C:16]4[CH2:17][CH2:18][CH2:19][CH2:20][C:21]=4[CH:22]=[C:14]3[C:13]2=[O:25])=[CH:10][C:9]([F:26])=[CH:8][C:7]=1[C:37]1[CH:38]=[C:39]([NH:45][C:46]2[CH:51]=[CH:50][C:49]([N:52]3[CH2:59][CH:58]4[CH:54]([CH2:55][N:56]([CH3:60])[CH2:57]4)[CH2:53]3)=[CH:48][N:47]=2)[C:40](=[O:44])[N:41]([CH3:43])[CH:42]=1)(=[O:3])[CH3:2]. The yield is 0.510. (2) The reactants are C[O:2][C:3]([C:5]1[CH:6]=[C:7]2[C:11](=[CH:12][CH:13]=1)[NH:10][C:9](=[O:14])[CH2:8]2)=[O:4].[OH-].[Na+]. The catalyst is CO. The product is [C:3]([C:5]1[CH:6]=[C:7]2[C:11](=[CH:12][CH:13]=1)[NH:10][C:9](=[O:14])[CH2:8]2)([OH:4])=[O:2]. The yield is 0.780. (3) The reactants are [NH2:1][C:2]1[CH:3]=[C:4]([CH:21]=[CH:22][CH:23]=1)[O:5][C:6]1[CH:7]=[CH:8][C:9]2[N:10]([CH:12]=[C:13]([NH:15][C:16]([CH:18]3[CH2:20][CH2:19]3)=[O:17])[N:14]=2)[N:11]=1.[CH3:24][C:25]1[N:30]=[C:29]([C:31](O)=[O:32])[CH:28]=[CH:27][CH:26]=1.Cl.CN(C)CCCN=C=NCC.ON1C2C=CC=CC=2N=N1.C(N(CC)CC)C. The catalyst is CN(C)C=O. The product is [CH:18]1([C:16]([NH:15][C:13]2[N:14]=[C:9]3[CH:8]=[CH:7][C:6]([O:5][C:4]4[CH:3]=[C:2]([NH:1][C:31]([C:29]5[CH:28]=[CH:27][CH:26]=[C:25]([CH3:24])[N:30]=5)=[O:32])[CH:23]=[CH:22][CH:21]=4)=[N:11][N:10]3[CH:12]=2)=[O:17])[CH2:20][CH2:19]1. The yield is 0.720. (4) The reactants are [C:1]([NH:4][C:5]1[S:6][C:7]([C:11]2[CH:12]=[C:13]([S:17](Cl)(=[O:19])=[O:18])[S:14][C:15]=2[Br:16])=[C:8]([CH3:10])[N:9]=1)(=[O:3])[CH3:2].[CH2:21]([N:23](CC)[CH2:24][CH3:25])[CH3:22].N1CC=CC1. The catalyst is C(Cl)Cl. The product is [Br:16][C:15]1[S:14][C:13]([S:17]([N:23]2[CH2:24][CH:25]=[CH:22][CH2:21]2)(=[O:19])=[O:18])=[CH:12][C:11]=1[C:7]1[S:6][C:5]([NH:4][C:1](=[O:3])[CH3:2])=[N:9][C:8]=1[CH3:10]. The yield is 0.990. (5) The reactants are N[C:2]1[C:7]([N+:8]([O-:10])=[O:9])=[CH:6][CH:5]=[CH:4][C:3]=1[OH:11].S(=O)(=O)(O)O.N([O-])=O.[Na+].[I-:21].[K+]. The catalyst is O.CS(C)=O. The product is [I:21][C:2]1[C:7]([N+:8]([O-:10])=[O:9])=[CH:6][CH:5]=[CH:4][C:3]=1[OH:11]. The yield is 1.00.